This data is from Reaction yield outcomes from USPTO patents with 853,638 reactions. The task is: Predict the reaction yield, written as a fraction of the theoretical maximum amount of product (1.0 means a 100% yield; for example, 0.34 means a 34% yield). The reactants are [CH3:1][O:2][C:3]1[CH:20]=[CH:19][C:6]([CH2:7][NH:8][S:9]([NH:12][CH2:13][C:14](OCC)=[O:15])(=[O:11])=[O:10])=[CH:5][CH:4]=1.C[O-].[Na+].Cl. The catalyst is CO. The product is [CH3:1][O:2][C:3]1[CH:20]=[CH:19][C:6]([CH2:7][N:8]2[C:14](=[O:15])[CH2:13][NH:12][S:9]2(=[O:11])=[O:10])=[CH:5][CH:4]=1. The yield is 0.710.